From a dataset of Blood-brain barrier permeability classification from the B3DB database. Regression/Classification. Given a drug SMILES string, predict its absorption, distribution, metabolism, or excretion properties. Task type varies by dataset: regression for continuous measurements (e.g., permeability, clearance, half-life) or binary classification for categorical outcomes (e.g., BBB penetration, CYP inhibition). Dataset: b3db_classification. (1) The drug is CC(C)(C)NCC(O)COc1cccc2c1CCC(=O)N2. The result is 1 (penetrates BBB). (2) The molecule is CCC1=C[C@@H]2CN(C1)Cc1c([nH]c3ccccc13)[C@@](C(=O)OC)(c1cc3c(cc1OC)N(C)[C@H]1[C@@](O)(C(=O)OC)[C@H](OC(C)=O)[C@]4(CC)C=CCN5CC[C@]31[C@@H]54)C2. The result is 0 (does not penetrate BBB). (3) The compound is CC(C)(O)C(Cl)(Cl)Cl. The result is 1 (penetrates BBB). (4) The molecule is CC12C=CC(=O)NC1CCC1C2CCC2(C)C(C(=O)Nc3cc(C(F)(F)F)ccc3C(F)(F)F)CCC12. The result is 0 (does not penetrate BBB). (5) The molecule is CCO[C@H](Cc1ccc(OCCc2ccc(OS(C)(=O)=O)cc2)cc1)C(=O)O. The result is 1 (penetrates BBB).